Dataset: Reaction yield outcomes from USPTO patents with 853,638 reactions. Task: Predict the reaction yield, written as a fraction of the theoretical maximum amount of product (1.0 means a 100% yield; for example, 0.34 means a 34% yield). (1) The reactants are [OH:1][C:2]1[CH:9]=[CH:8][C:5]([CH:6]=[O:7])=[CH:4][CH:3]=1.CC([O-])(C)C.[K+].[O:16]([CH2:46][C:47]1[CH:52]=[CH:51][CH:50]=[CH:49][CH:48]=1)[P:17](O[P:17]([O:18][CH2:19][C:20]1[CH:25]=[CH:24][CH:23]=[CH:22][CH:21]=1)([O:16][CH2:46][C:47]1[CH:52]=[CH:51][CH:50]=[CH:49][CH:48]=1)=[O:26])(=[O:26])[O:18][CH2:19][C:20]1[CH:25]=[CH:24][CH:23]=[CH:22][CH:21]=1.CCCCCC. The catalyst is C1COCC1. The product is [P:17]([O:1][C:2]1[CH:9]=[CH:8][C:5]([CH:6]=[O:7])=[CH:4][CH:3]=1)([O:16][CH2:46][C:47]1[CH:52]=[CH:51][CH:50]=[CH:49][CH:48]=1)([O:18][CH2:19][C:20]1[CH:25]=[CH:24][CH:23]=[CH:22][CH:21]=1)=[O:26]. The yield is 0.960. (2) The reactants are [F:1][C:2]1[C:7]([O:8][CH3:9])=[CH:6][C:5]([O:10][CH3:11])=[C:4]([F:12])[C:3]=1[N:13]1[CH2:18][C:17]2[CH:19]=[N:20][C:21]3[NH:25][C:24]([C:26]([OH:28])=O)=[CH:23][C:22]=3[C:16]=2[N:15]([CH3:29])[C:14]1=[O:30].C(N(CC)CC)C.F[P-](F)(F)(F)(F)F.N1(O[P+](N(C)C)(N(C)C)N(C)C)C2C=CC=CC=2N=N1.[CH3:65][N:66]1[CH2:71][CH2:70][NH:69][CH2:68][CH2:67]1. The catalyst is CN(C)C=O.CO. The product is [F:1][C:2]1[C:7]([O:8][CH3:9])=[CH:6][C:5]([O:10][CH3:11])=[C:4]([F:12])[C:3]=1[N:13]1[CH2:18][C:17]2[CH:19]=[N:20][C:21]3[NH:25][C:24]([C:26]([N:69]4[CH2:70][CH2:71][N:66]([CH3:65])[CH2:67][CH2:68]4)=[O:28])=[CH:23][C:22]=3[C:16]=2[N:15]([CH3:29])[C:14]1=[O:30]. The yield is 0.810. (3) The reactants are C([O:3][C:4](=O)/[CH:5]=[CH:6]/[C:7]1[CH:12]=[CH:11][C:10]([C:13]([F:16])([F:15])[F:14])=[CH:9][CH:8]=1)C.[H-].C([Al+]CC(C)C)C(C)C.O.[OH-].[Na+]. The catalyst is C1(C)C=CC=CC=1. The product is [F:14][C:13]([F:15])([F:16])[C:10]1[CH:9]=[CH:8][C:7](/[CH:6]=[CH:5]/[CH2:4][OH:3])=[CH:12][CH:11]=1. The yield is 0.960. (4) The reactants are [Si:1]([O:8][CH2:9][C@@H:10]1[CH2:14][C:13](/[CH:15]=[CH:16]/[CH3:17])=[CH:12][N:11]1[C:18]([C:20]1[CH:25]=[C:24]([O:26][CH3:27])[C:23]([O:28][Si:29]([CH:36]([CH3:38])[CH3:37])([CH:33]([CH3:35])[CH3:34])[CH:30]([CH3:32])[CH3:31])=[CH:22][C:21]=1[N+:39]([O-])=O)=[O:19])([C:4]([CH3:7])([CH3:6])[CH3:5])([CH3:3])[CH3:2]. The catalyst is [Zn].C(O)=O.C(O)C. The product is [NH2:39][C:21]1[CH:22]=[C:23]([O:28][Si:29]([CH:33]([CH3:34])[CH3:35])([CH:36]([CH3:38])[CH3:37])[CH:30]([CH3:32])[CH3:31])[C:24]([O:26][CH3:27])=[CH:25][C:20]=1[C:18]([N:11]1[CH:12]=[C:13](/[CH:15]=[CH:16]/[CH3:17])[CH2:14][C@H:10]1[CH2:9][O:8][Si:1]([C:4]([CH3:7])([CH3:6])[CH3:5])([CH3:2])[CH3:3])=[O:19]. The yield is 0.690.